From a dataset of Forward reaction prediction with 1.9M reactions from USPTO patents (1976-2016). Predict the product of the given reaction. (1) Given the reactants [I:1][C:2]1[C:3]2[S:9][CH:8]=[CH:7][C:4]=2[NH:5][N:6]=1.C(N(CC)CC)C.[C:17]([O:21][C:22](O[C:22]([O:21][C:17]([CH3:20])([CH3:19])[CH3:18])=[O:23])=[O:23])([CH3:20])([CH3:19])[CH3:18], predict the reaction product. The product is: [C:17]([O:21][C:22]([N:5]1[C:4]2[CH:7]=[CH:8][S:9][C:3]=2[C:2]([I:1])=[N:6]1)=[O:23])([CH3:20])([CH3:19])[CH3:18]. (2) The product is: [C:26]1([C:29]2[CH:30]=[CH:31][CH:32]=[CH:33][CH:34]=2)[CH:25]=[CH:24][C:23]([O:22][CH2:21][C:18]2[O:17][C:16]([C:14]([NH:13][C:8]3([C:6]([OH:7])=[O:5])[CH2:9][CH2:10][CH2:11][CH2:12]3)=[O:15])=[CH:20][CH:19]=2)=[CH:28][CH:27]=1. Given the reactants O.[OH-].[Li+].C[O:5][C:6]([C:8]1([NH:13][C:14]([C:16]2[O:17][C:18]([CH2:21][O:22][C:23]3[CH:28]=[CH:27][C:26]([C:29]4[CH:34]=[CH:33][CH:32]=[CH:31][CH:30]=4)=[CH:25][CH:24]=3)=[CH:19][CH:20]=2)=[O:15])[CH2:12][CH2:11][CH2:10][CH2:9]1)=[O:7], predict the reaction product. (3) Given the reactants [H-].[Na+].[C:3]([O:7][C:8](=[O:16])/[CH:9]=[CH:10]/[C:11]1[CH:15]=[CH:14][NH:13][CH:12]=1)([CH3:6])([CH3:5])[CH3:4].[C:17]1([C:27]2[CH:32]=[CH:31][CH:30]=[CH:29][CH:28]=2)[CH:22]=[CH:21][C:20]([S:23](Cl)(=[O:25])=[O:24])=[CH:19][CH:18]=1, predict the reaction product. The product is: [C:3]([O:7][C:8](=[O:16])/[CH:9]=[CH:10]/[C:11]1[CH:15]=[CH:14][N:13]([S:23]([C:20]2[CH:19]=[CH:18][C:17]([C:27]3[CH:32]=[CH:31][CH:30]=[CH:29][CH:28]=3)=[CH:22][CH:21]=2)(=[O:25])=[O:24])[CH:12]=1)([CH3:6])([CH3:4])[CH3:5]. (4) Given the reactants [Br:1][C:2]([CH3:21])([CH3:20])[C:3]([O:5][CH2:6][C:7]([CH2:12][O:13][C:14](=[O:19])[C:15]([Br:18])([CH3:17])[CH3:16])([CH3:11])[C:8]([OH:10])=[O:9])=[O:4].[CH2:22](O)[CH2:23][OH:24].C1(C)C=CC(S([O-])(=O)=O)=CC=1.C[N+]1(C)C=CC=CC1.C(N=C=NC(C)C)(C)C, predict the reaction product. The product is: [Br:1][C:2]([CH3:21])([CH3:20])[C:3]([O:5][CH2:6][C:7]([CH2:12][O:13][C:14](=[O:19])[C:15]([Br:18])([CH3:16])[CH3:17])([CH3:11])[C:8]([O:10][CH2:22][CH2:23][OH:24])=[O:9])=[O:4]. (5) Given the reactants [CH2:1]([O:8][C:9]1[CH:14]=[CH:13][C:12]([C:15]2[NH:29][C:18]3=[N:19][C:20]([C:23]4[CH2:24][CH2:25][NH:26][CH2:27][CH:28]=4)=[CH:21][CH:22]=[C:17]3[N:16]=2)=[CH:11][CH:10]=1)[C:2]1[CH:7]=[CH:6][CH:5]=[CH:4][CH:3]=1.CCN(C(C)C)C(C)C.[C:39](Cl)(=[O:41])[CH3:40].O, predict the reaction product. The product is: [CH2:1]([O:8][C:9]1[CH:14]=[CH:13][C:12]([C:15]2[NH:29][C:18]3=[N:19][C:20]([C:23]4[CH2:24][CH2:25][N:26]([C:39](=[O:41])[CH3:40])[CH2:27][CH:28]=4)=[CH:21][CH:22]=[C:17]3[N:16]=2)=[CH:11][CH:10]=1)[C:2]1[CH:3]=[CH:4][CH:5]=[CH:6][CH:7]=1.